Dataset: NCI-60 drug combinations with 297,098 pairs across 59 cell lines. Task: Regression. Given two drug SMILES strings and cell line genomic features, predict the synergy score measuring deviation from expected non-interaction effect. (1) Drug 1: C1=CC(=CC=C1CCCC(=O)O)N(CCCl)CCCl. Drug 2: CC1=C(C(CCC1)(C)C)C=CC(=CC=CC(=CC(=O)O)C)C. Cell line: UACC-257. Synergy scores: CSS=-4.21, Synergy_ZIP=-3.09, Synergy_Bliss=-7.11, Synergy_Loewe=-9.05, Synergy_HSA=-8.53. (2) Synergy scores: CSS=29.8, Synergy_ZIP=-6.49, Synergy_Bliss=-4.03, Synergy_Loewe=-51.7, Synergy_HSA=-2.29. Cell line: OVCAR-4. Drug 2: CC12CCC3C(C1CCC2OP(=O)(O)O)CCC4=C3C=CC(=C4)OC(=O)N(CCCl)CCCl.[Na+]. Drug 1: CCC1=C2CN3C(=CC4=C(C3=O)COC(=O)C4(CC)O)C2=NC5=C1C=C(C=C5)O. (3) Drug 1: C#CCC(CC1=CN=C2C(=N1)C(=NC(=N2)N)N)C3=CC=C(C=C3)C(=O)NC(CCC(=O)O)C(=O)O. Drug 2: B(C(CC(C)C)NC(=O)C(CC1=CC=CC=C1)NC(=O)C2=NC=CN=C2)(O)O. Cell line: NCI/ADR-RES. Synergy scores: CSS=17.4, Synergy_ZIP=-0.581, Synergy_Bliss=4.84, Synergy_Loewe=1.52, Synergy_HSA=1.69. (4) Drug 1: CC1=C2C(C(=O)C3(C(CC4C(C3C(C(C2(C)C)(CC1OC(=O)C(C(C5=CC=CC=C5)NC(=O)OC(C)(C)C)O)O)OC(=O)C6=CC=CC=C6)(CO4)OC(=O)C)OC)C)OC. Drug 2: CC(C)(C#N)C1=CC(=CC(=C1)CN2C=NC=N2)C(C)(C)C#N. Cell line: SF-295. Synergy scores: CSS=50.0, Synergy_ZIP=7.86, Synergy_Bliss=7.61, Synergy_Loewe=-1.59, Synergy_HSA=9.58. (5) Drug 1: CC1CCC2CC(C(=CC=CC=CC(CC(C(=O)C(C(C(=CC(C(=O)CC(OC(=O)C3CCCCN3C(=O)C(=O)C1(O2)O)C(C)CC4CCC(C(C4)OC)OCCO)C)C)O)OC)C)C)C)OC. Drug 2: C(CC(=O)O)C(=O)CN.Cl. Cell line: SF-295. Synergy scores: CSS=18.4, Synergy_ZIP=-6.35, Synergy_Bliss=2.26, Synergy_Loewe=1.41, Synergy_HSA=2.78. (6) Drug 1: CN(C)N=NC1=C(NC=N1)C(=O)N. Drug 2: C1=CN(C=N1)CC(O)(P(=O)(O)O)P(=O)(O)O. Cell line: MCF7. Synergy scores: CSS=-5.06, Synergy_ZIP=4.18, Synergy_Bliss=-7.70, Synergy_Loewe=-8.51, Synergy_HSA=-8.06.